From a dataset of Peptide-MHC class I binding affinity with 185,985 pairs from IEDB/IMGT. Regression. Given a peptide amino acid sequence and an MHC pseudo amino acid sequence, predict their binding affinity value. This is MHC class I binding data. (1) The peptide sequence is RENGGYWLL. The MHC is HLA-B48:01 with pseudo-sequence HLA-B48:01. The binding affinity (normalized) is 0.628. (2) The peptide sequence is ERLAIRGSL. The MHC is HLA-A31:01 with pseudo-sequence HLA-A31:01. The binding affinity (normalized) is 0. (3) The peptide sequence is MINKLYGYA. The MHC is HLA-A68:02 with pseudo-sequence HLA-A68:02. The binding affinity (normalized) is 0.495.